From a dataset of Peptide-MHC class II binding affinity with 134,281 pairs from IEDB. Regression. Given a peptide amino acid sequence and an MHC pseudo amino acid sequence, predict their binding affinity value. This is MHC class II binding data. The peptide sequence is PKPPKPVSKMRMATPLLMQA. The MHC is HLA-DPA10103-DPB10401 with pseudo-sequence HLA-DPA10103-DPB10401. The binding affinity (normalized) is 0.